Dataset: Reaction yield outcomes from USPTO patents with 853,638 reactions. Task: Predict the reaction yield, written as a fraction of the theoretical maximum amount of product (1.0 means a 100% yield; for example, 0.34 means a 34% yield). (1) The reactants are Cl[C:2]1[N:7]=[CH:6][C:5]([S:8]([N:11]([CH3:18])[C:12]2[CH:17]=[CH:16][CH:15]=[CH:14][N:13]=2)(=[O:10])=[O:9])=[CH:4][CH:3]=1.O.[NH2:20][NH2:21]. The yield is 0.620. The catalyst is CCO. The product is [NH:20]([C:2]1[N:7]=[CH:6][C:5]([S:8]([N:11]([CH3:18])[C:12]2[CH:17]=[CH:16][CH:15]=[CH:14][N:13]=2)(=[O:10])=[O:9])=[CH:4][CH:3]=1)[NH2:21]. (2) The reactants are [CH2:1]([N:8]1[C:16]2[C:11](=[CH:12][C:13](Br)=[CH:14][CH:15]=2)[CH:10]=[CH:9]1)[C:2]1[CH:7]=[CH:6][CH:5]=[CH:4][CH:3]=1.[C:18]([C:21]1[CH:26]=[CH:25][C:24](B(O)O)=[CH:23][CH:22]=1)(=[O:20])[CH3:19].ClCCl.C(=O)([O-])[O-].[K+].[K+]. The catalyst is O1CCOCC1.O.C1C=CC(P(C2C=CC=CC=2)[C-]2C=CC=C2)=CC=1.C1C=CC(P(C2C=CC=CC=2)[C-]2C=CC=C2)=CC=1.Cl[Pd]Cl.[Fe+2]. The product is [CH2:1]([N:8]1[C:16]2[C:11](=[CH:12][C:13]([C:24]3[CH:25]=[CH:26][C:21]([C:18](=[O:20])[CH3:19])=[CH:22][CH:23]=3)=[CH:14][CH:15]=2)[CH:10]=[CH:9]1)[C:2]1[CH:7]=[CH:6][CH:5]=[CH:4][CH:3]=1. The yield is 0.230. (3) The reactants are [F:1][C:2]([F:7])([F:6])[C:3]([OH:5])=[O:4].[C:8]1([C:14]2[CH:19]=[C:18]([CH:20]3[CH2:25][CH2:24][N:23]([C:26](=[O:32])[CH2:27][NH:28]CCO)[CH2:22][CH2:21]3)[CH:17]=[CH:16][C:15]=2[NH:33][C:34]([C:36]2[NH:37][CH:38]=[C:39]([C:41]#[N:42])[N:40]=2)=[O:35])[CH2:13][CH2:12][CH2:11][CH2:10][CH:9]=1.[BH-](OC(C)=O)(OC(C)=O)[O:44][C:45]([CH3:47])=O.[Na+].C=O. The catalyst is CO. The product is [C:3]([OH:5])([C:2]([F:7])([F:6])[F:1])=[O:4].[F:1][C:2]([F:7])([F:6])[C:3]([OH:5])=[O:4].[C:8]1([C:14]2[CH:19]=[C:18]([CH:20]3[CH2:21][CH2:22][N:23]([C:26](=[O:32])[C:27]([CH3:2])([NH2:28])[CH2:47][CH2:45][OH:44])[CH2:24][CH2:25]3)[CH:17]=[CH:16][C:15]=2[NH:33][C:34]([C:36]2[NH:37][CH:38]=[C:39]([C:41]#[N:42])[N:40]=2)=[O:35])[CH2:13][CH2:12][CH2:11][CH2:10][CH:9]=1. The yield is 0.00100. (4) The reactants are [CH2:1]([P:3]([CH2:6][CH3:7])[CH2:4][CH3:5])[CH3:2].[O:8](C)[S:9]([C:12]([F:15])([F:14])[F:13])(=[O:11])=[O:10]. The catalyst is CCCCCC. The product is [F:13][C:12]([F:15])([F:14])[S:9]([O-:11])(=[O:10])=[O:8].[CH3:12][P+:3]([CH2:6][CH3:7])([CH2:4][CH3:5])[CH2:1][CH3:2]. The yield is 0.989.